Task: Predict the product of the given reaction.. Dataset: Forward reaction prediction with 1.9M reactions from USPTO patents (1976-2016) (1) Given the reactants Br[C:2]1[CH:3]=[CH:4][C:5]([O:8][C:9]2[CH:21]=[CH:20][C:12]([CH2:13][NH:14][CH2:15][CH2:16][CH:17]([CH3:19])[CH3:18])=[CH:11][CH:10]=2)=[N:6][CH:7]=1.[C:22]([NH2:25])(=[O:24])[CH3:23].N[C@@H]1CCCC[C@H]1N.C([O-])([O-])=O.[K+].[K+], predict the reaction product. The product is: [CH3:18][CH:17]([CH3:19])[CH2:16][CH2:15][NH:14][CH2:13][C:12]1[CH:20]=[CH:21][C:9]([O:8][C:5]2[N:6]=[CH:7][C:2]([NH:25][C:22](=[O:24])[CH3:23])=[CH:3][CH:4]=2)=[CH:10][CH:11]=1. (2) Given the reactants [C:1]([O:5][N:6]=[C:7]1[C:16]2[C:11](=[CH:12][CH:13]=[C:14](Br)[CH:15]=2)[O:10][C:9]([C:18]2[N:19]=[CH:20][C:21]3[C:26]([CH:27]=2)=[CH:25][CH:24]=[CH:23][CH:22]=3)=[CH:8]1)([CH3:4])([CH3:3])[CH3:2].CC(C)([O-])C.[K+].[NH:34]1[CH2:38][CH2:37][CH2:36][CH2:35]1.COCCOC, predict the reaction product. The product is: [C:1]([O:5][N:6]=[C:7]1[C:16]2[C:11](=[CH:12][CH:13]=[C:14]([N:34]3[CH2:38][CH2:37][CH2:36][CH2:35]3)[CH:15]=2)[O:10][C:9]([C:18]2[N:19]=[CH:20][C:21]3[C:26]([CH:27]=2)=[CH:25][CH:24]=[CH:23][CH:22]=3)=[CH:8]1)([CH3:4])([CH3:3])[CH3:2].